This data is from Reaction yield outcomes from USPTO patents with 853,638 reactions. The task is: Predict the reaction yield, written as a fraction of the theoretical maximum amount of product (1.0 means a 100% yield; for example, 0.34 means a 34% yield). The reactants are [CH2:1]([O:8][C:9]1[CH:18]=[C:17]2[C:12]([C:13](=O)[NH:14][C:15]([C:19](=[O:27])[C:20]3[CH:25]=[CH:24][C:23]([F:26])=[CH:22][CH:21]=3)=[N:16]2)=[CH:11][CH:10]=1)[C:2]1[CH:7]=[CH:6][CH:5]=[CH:4][CH:3]=1.P(Cl)(Cl)([Cl:31])=O. The yield is 0.720. The product is [CH2:1]([O:8][C:9]1[CH:18]=[C:17]2[C:12]([C:13]([Cl:31])=[N:14][C:15]([C:19]([C:20]3[CH:25]=[CH:24][C:23]([F:26])=[CH:22][CH:21]=3)=[O:27])=[N:16]2)=[CH:11][CH:10]=1)[C:2]1[CH:7]=[CH:6][CH:5]=[CH:4][CH:3]=1. The catalyst is CN(C=O)C.